Dataset: Forward reaction prediction with 1.9M reactions from USPTO patents (1976-2016). Task: Predict the product of the given reaction. (1) Given the reactants [F:1][C:2]1[CH:7]=[CH:6][C:5]([C:8]2([C:14]([OH:16])=O)[CH2:13][CH2:12][O:11][CH2:10][CH2:9]2)=[CH:4][CH:3]=1.[CH3:17][NH:18][C@H:19]1[CH2:38][N:23]2[C:24]3[C:29]([C:30]([CH2:31][C:32]([O:34]CCC)=[O:33])=[C:22]2[CH2:21][CH2:20]1)=[CH:28][CH:27]=[CH:26][CH:25]=3, predict the reaction product. The product is: [F:1][C:2]1[CH:3]=[CH:4][C:5]([C:8]2([C:14]([N:18]([CH3:17])[C@H:19]3[CH2:38][N:23]4[C:24]5[C:29]([C:30]([CH2:31][C:32]([OH:34])=[O:33])=[C:22]4[CH2:21][CH2:20]3)=[CH:28][CH:27]=[CH:26][CH:25]=5)=[O:16])[CH2:9][CH2:10][O:11][CH2:12][CH2:13]2)=[CH:6][CH:7]=1. (2) Given the reactants C([N:8](CC1C=CC=CC=1)[C:9]1[CH:14]=[CH:13][C:12]([C:15]2[CH:24]=[C:23]3[C:18]([CH:19]=[CH:20][CH:21]=[N:22]3)=[C:17]([N:25]3[CH2:30][CH2:29][O:28][CH2:27][CH2:26]3)[N:16]=2)=[CH:11][C:10]=1[C:31]([F:34])([F:33])[F:32])C1C=CC=CC=1.C1CC=CCC=1, predict the reaction product. The product is: [N:25]1([C:17]2[N:16]=[C:15]([C:12]3[CH:13]=[CH:14][C:9]([NH2:8])=[C:10]([C:31]([F:33])([F:32])[F:34])[CH:11]=3)[CH:24]=[C:23]3[C:18]=2[CH:19]=[CH:20][CH:21]=[N:22]3)[CH2:30][CH2:29][O:28][CH2:27][CH2:26]1. (3) Given the reactants [C:1]([C:3]1[N:4]=[CH:5][C:6]([NH:21][C@H:22]([CH2:26][CH3:27])[C:23]([NH2:25])=[O:24])=[N:7][C:8]=1[NH:9][C:10]1[S:14][N:13]=[C:12]([C:15]2[CH:20]=[CH:19][CH:18]=[CH:17][CH:16]=2)[CH:11]=1)#[N:2].[OH-].[Na+].OO.CC(O)=[O:34], predict the reaction product. The product is: [NH2:25][C:23](=[O:24])[C@H:22]([NH:21][C:6]1[N:7]=[C:8]([NH:9][C:10]2[S:14][N:13]=[C:12]([C:15]3[CH:20]=[CH:19][CH:18]=[CH:17][CH:16]=3)[CH:11]=2)[C:3]([C:1]([NH2:2])=[O:34])=[N:4][CH:5]=1)[CH2:26][CH3:27]. (4) Given the reactants Br[C:2]1[CH:3]=[CH:4][C:5]2[C:6]3([C:27]4[CH:26]=[CH:25][CH:24]=[CH:23][C:22]=4[C:21]4[C:16]3=[CH:17][CH:18]=[CH:19][CH:20]=4)[C:7]3[C:12]([C:13]=2[CH:14]=1)=[CH:11][C:10]([Br:15])=[CH:9][CH:8]=3.[C:28]1([C:37]2[CH:42]=[CH:41][CH:40]=[CH:39][CH:38]=2)[CH:33]=[CH:32][CH:31]=[CH:30][C:29]=1B(O)O.C([O-])([O-])=O.[Na+].[Na+].CCO, predict the reaction product. The product is: [C:28]1([C:37]2[CH:38]=[CH:39][CH:40]=[CH:41][CH:42]=2)[CH:33]=[CH:32][CH:31]=[CH:30][C:29]=1[C:2]1[CH:3]=[CH:4][C:5]2[C:6]3([C:16]4[CH:17]=[CH:18][CH:19]=[CH:20][C:21]=4[C:22]4[C:27]3=[CH:26][CH:25]=[CH:24][CH:23]=4)[C:7]3[C:12]([C:13]=2[CH:14]=1)=[CH:11][C:10]([Br:15])=[CH:9][CH:8]=3. (5) Given the reactants [C:1]([C:5]1[CH:10]=[C:9]([CH3:11])[C:8]([S:12](Cl)(=[O:14])=[O:13])=[C:7]([CH3:16])[CH:6]=1)([CH3:4])([CH3:3])[CH3:2].[F:17][C:18]([F:31])([F:30])[C:19]1[CH:20]=[C:21]([CH:23]=[C:24]([C:26]([F:29])([F:28])[F:27])[CH:25]=1)[NH2:22], predict the reaction product. The product is: [F:17][C:18]([F:30])([F:31])[C:19]1[CH:20]=[C:21]([NH:22][S:12]([C:8]2[C:9]([CH3:11])=[CH:10][C:5]([C:1]([CH3:4])([CH3:3])[CH3:2])=[CH:6][C:7]=2[CH3:16])(=[O:14])=[O:13])[CH:23]=[C:24]([C:26]([F:27])([F:29])[F:28])[CH:25]=1. (6) Given the reactants [Br:1][C:2]1[CH:3]=[C:4]([CH3:27])[C:5]([C:21]#[C:22][Si](C)(C)C)=[C:6]2[C:10]=1[N:9]([S:11]([C:14]1[CH:20]=[CH:19][C:17]([CH3:18])=[CH:16][CH:15]=1)(=[O:13])=[O:12])[CH:8]=[CH:7]2.C1C(=O)N([Br:35])C(=O)C1, predict the reaction product. The product is: [Br:1][C:2]1[CH:3]=[C:4]([CH3:27])[C:5]([C:21]#[C:22][Br:35])=[C:6]2[C:10]=1[N:9]([S:11]([C:14]1[CH:20]=[CH:19][C:17]([CH3:18])=[CH:16][CH:15]=1)(=[O:13])=[O:12])[CH:8]=[CH:7]2.